From a dataset of Forward reaction prediction with 1.9M reactions from USPTO patents (1976-2016). Predict the product of the given reaction. (1) Given the reactants [C:1]([C:3]1[CH:8]=[CH:7][C:6]([N:9]2[C@@H:13]3[CH2:14][CH2:15][C:16]4([CH2:21][C@H:12]3[N:11]([C:22]3[CH:31]=[CH:30][C:25]([C:26]([NH:28][CH3:29])=[O:27])=[C:24]([F:32])[CH:23]=3)[C:10]2=[O:33])OCC[O:17]4)=[CH:5][C:4]=1[C:34]([F:37])([F:36])[F:35])#[N:2].Cl, predict the reaction product. The product is: [C:1]([C:3]1[CH:8]=[CH:7][C:6]([N:9]2[C@@H:13]3[CH2:14][CH2:15][C:16](=[O:17])[CH2:21][C@H:12]3[N:11]([C:22]3[CH:31]=[CH:30][C:25]([C:26]([NH:28][CH3:29])=[O:27])=[C:24]([F:32])[CH:23]=3)[C:10]2=[O:33])=[CH:5][C:4]=1[C:34]([F:37])([F:36])[F:35])#[N:2]. (2) Given the reactants [F:1][C:2]1[CH:3]=[C:4]([C:19]2[C:24](=[O:25])[N:23]3[CH2:26][CH2:27][N:28]([C:29]4[CH:34]=[CH:33][CH:32]=[CH:31][CH:30]=4)[C:22]3=[N:21][CH:20]=2)[CH:5]=[CH:6][C:7]=1[O:8][C:9]1[CH:14]=[CH:13][N:12]=[C:11]2[CH:15]=[C:16](I)[S:17][C:10]=12.[N:35]1([C:41]([C:43]2[CH:48]=[CH:47][C:46](B(O)O)=[CH:45][CH:44]=2)=[O:42])[CH2:40][CH2:39][O:38][CH2:37][CH2:36]1.[Cl-].[Li+], predict the reaction product. The product is: [F:1][C:2]1[CH:3]=[C:4]([C:19]2[C:24](=[O:25])[N:23]3[CH2:26][CH2:27][N:28]([C:29]4[CH:34]=[CH:33][CH:32]=[CH:31][CH:30]=4)[C:22]3=[N:21][CH:20]=2)[CH:5]=[CH:6][C:7]=1[O:8][C:9]1[CH:14]=[CH:13][N:12]=[C:11]2[CH:15]=[C:16]([C:46]3[CH:45]=[CH:44][C:43]([C:41]([N:35]4[CH2:40][CH2:39][O:38][CH2:37][CH2:36]4)=[O:42])=[CH:48][CH:47]=3)[S:17][C:10]=12.